This data is from Full USPTO retrosynthesis dataset with 1.9M reactions from patents (1976-2016). The task is: Predict the reactants needed to synthesize the given product. (1) Given the product [CH2:1]([O:76][CH:33]1[C@@H:34]([O:68][CH2:69][C:70]2[CH:71]=[CH:72][CH:73]=[CH:74][CH:75]=2)[C@H:35]([O:60][CH2:61][C:62]2[CH:67]=[CH:66][CH:65]=[CH:64][CH:63]=2)[C:36]([CH2:48][O:49][CH2:50][C:51]2[CH:52]=[CH:53][C:54]([O:57][CH3:58])=[CH:55][CH:56]=2)([CH2:37][O:38][CH2:39][C:40]2[CH:41]=[CH:42][C:43]([O:46][CH3:47])=[CH:44][CH:45]=2)[O:59][C:32]1([C:9]1[CH:10]=[CH:11][C:12]([F:28])=[C:13]([CH2:14][C:15]2[CH:26]=[CH:25][C:18]([O:19][CH:20]3[CH2:24][CH2:23][O:22][CH2:21]3)=[CH:17][CH:16]=2)[CH:27]=1)[OH:84])[C:2]1[CH:90]=[CH:89][CH:88]=[CH:4][CH:3]=1, predict the reactants needed to synthesize it. The reactants are: [CH2:1]([Li])[CH2:2][CH2:3][CH3:4].O=O.Br[C:9]1[CH:10]=[CH:11][C:12]([F:28])=[C:13]([CH:27]=1)[CH2:14][C:15]1[CH:26]=[CH:25][C:18]([O:19][CH:20]2[CH2:24][CH2:23][O:22][CH2:21]2)=[CH:17][CH:16]=1.CON(C)[C:32](=[O:84])[C@H:33]([O:76]CC1C=CC=CC=1)[C@@H:34]([O:68][CH2:69][C:70]1[CH:75]=[CH:74][CH:73]=[CH:72][CH:71]=1)[C@H:35]([O:60][CH2:61][C:62]1[CH:67]=[CH:66][CH:65]=[CH:64][CH:63]=1)[C:36]([OH:59])([CH2:48][O:49][CH2:50][C:51]1[CH:56]=[CH:55][C:54]([O:57][CH3:58])=[CH:53][CH:52]=1)[CH2:37][O:38][CH2:39][C:40]1[CH:45]=[CH:44][C:43]([O:46][CH3:47])=[CH:42][CH:41]=1.[Al].O1C[CH2:90][CH2:89][CH2:88]1. (2) Given the product [Br:17][C:18]1[CH:23]=[C:22]([C:24]2([C:26]([F:29])([F:28])[F:27])[O:1][N:2]=[C:3]([C:4]3[CH:15]=[CH:14][C:7]4[B:8]([OH:13])[O:9][C:10]([CH3:12])([CH3:11])[C:6]=4[CH:5]=3)[CH2:25]2)[CH:21]=[C:20]([Br:30])[C:19]=1[F:31], predict the reactants needed to synthesize it. The reactants are: [OH:1][N:2]=[C:3](Cl)[C:4]1[CH:15]=[CH:14][C:7]2[B:8]([OH:13])[O:9][C:10]([CH3:12])([CH3:11])[C:6]=2[CH:5]=1.[Br:17][C:18]1[CH:23]=[C:22]([C:24]([C:26]([F:29])([F:28])[F:27])=[CH2:25])[CH:21]=[C:20]([Br:30])[C:19]=1[F:31].CC(=O)OCC. (3) Given the product [F:1][C:2]1[CH:12]=[CH:11][C:5](/[CH:6]=[CH:7]/[C:8]([NH2:14])=[O:9])=[CH:4][CH:3]=1, predict the reactants needed to synthesize it. The reactants are: [F:1][C:2]1[CH:12]=[CH:11][C:5]([CH:6]=[CH:7][C:8](O)=[O:9])=[CH:4][CH:3]=1.C[N:14](C=O)C.C(Cl)(=O)C(Cl)=O.N. (4) Given the product [Br:1][C:2]1[N:6]=[C:5]([N:21]2[CH2:22][CH:19]([C:13]3[CH:18]=[CH:17][CH:16]=[CH:15][CH:14]=3)[CH2:20]2)[N:4]([CH2:8][C:9]([CH3:12])([OH:11])[CH3:10])[N:3]=1, predict the reactants needed to synthesize it. The reactants are: [Br:1][C:2]1[N:6]=[C:5](Br)[N:4]([CH2:8][C:9]([CH3:12])([OH:11])[CH3:10])[N:3]=1.[C:13]1([CH:19]2[CH2:22][NH:21][CH2:20]2)[CH:18]=[CH:17][CH:16]=[CH:15][CH:14]=1.C(N(CC)C(C)C)(C)C. (5) Given the product [Cl:1][C:2]1[C:7]([Cl:8])=[CH:6][N:5]=[C:4]([NH2:9])[C:3]=1[N+:16]([O-:18])=[O:17], predict the reactants needed to synthesize it. The reactants are: [Cl:1][C:2]1[C:7]([Cl:8])=[CH:6][N:5]=[C:4]([NH:9]C(=O)C(C)(C)C)[CH:3]=1.[N+:16]([O-])([OH:18])=[O:17].[OH-].[Na+]. (6) The reactants are: [Cl:1][C:2]1[CH:3]=[C:4](/[CH:9]=[CH:10]/[C:11]([N:13]2[CH2:19][CH2:18][C:17](=[O:20])[NH:16][CH2:15][CH2:14]2)=[O:12])[CH:5]=[CH:6][C:7]=1[Cl:8].[CH3:21][C:22]1([CH3:34])[O:26][C@H:25]([CH2:27][CH2:28]OS(C)(=O)=O)[CH2:24][O:23]1. Given the product [Cl:1][C:2]1[CH:3]=[C:4](/[CH:9]=[CH:10]/[C:11]([N:13]2[CH2:19][CH2:18][C:17](=[O:20])[N:16]([CH2:28][CH2:27][C@@H:25]3[CH2:24][O:23][C:22]([CH3:34])([CH3:21])[O:26]3)[CH2:15][CH2:14]2)=[O:12])[CH:5]=[CH:6][C:7]=1[Cl:8], predict the reactants needed to synthesize it. (7) Given the product [C-:20]1([C:17]([CH2:16][CH2:15][CH2:14][CH2:13][CH2:12][CH2:11][CH2:10][CH2:9][CH2:8][CH2:7][CH2:6][Br:5])=[O:18])[CH:24]=[CH:23][CH:22]=[CH:21]1.[CH-:25]1[CH:29]=[CH:28][CH:27]=[CH:26]1.[Fe+2:30], predict the reactants needed to synthesize it. The reactants are: [Al+3].[Cl-].[Cl-].[Cl-].[Br:5][CH2:6][CH2:7][CH2:8][CH2:9][CH2:10][CH2:11][CH2:12][CH2:13][CH2:14][CH2:15][CH2:16][C:17](Cl)=[O:18].[CH-:20]1[CH:24]=[CH:23][CH:22]=[CH:21]1.[CH-:25]1[CH:29]=[CH:28][CH:27]=[CH:26]1.[Fe+2:30].O. (8) Given the product [Cl:15][C:8]1[N:6]2[CH:7]=[C:2]([CH:20]=[CH2:21])[CH:3]=[C:4]([C:16]([F:19])([F:18])[F:17])[C:5]2=[N:10][C:9]=1[C:11]([O:13][CH3:14])=[O:12], predict the reactants needed to synthesize it. The reactants are: Br[C:2]1[CH:3]=[C:4]([C:16]([F:19])([F:18])[F:17])[C:5]2[N:6]([C:8]([Cl:15])=[C:9]([C:11]([O:13][CH3:14])=[O:12])[N:10]=2)[CH:7]=1.[CH2:20](O)[CH2:21]C.